Task: Predict the product of the given reaction.. Dataset: Forward reaction prediction with 1.9M reactions from USPTO patents (1976-2016) (1) Given the reactants CON(C)[C:4]([C:6]1[S:7][CH:8]=[CH:9][C:10]=1[CH3:11])=[O:5].[CH2:13]([C:15]1[CH:20]=[CH:19][C:18]([Mg]Br)=[CH:17][CH:16]=1)[CH3:14], predict the reaction product. The product is: [CH2:13]([C:15]1[CH:20]=[CH:19][C:18]([C:4]([C:6]2[S:7][CH:8]=[CH:9][C:10]=2[CH3:11])=[O:5])=[CH:17][CH:16]=1)[CH3:14]. (2) The product is: [Cl:30][C:27]1[CH:26]=[CH:25][C:24]([C:22]2[N:23]=[C:19]([CH2:18][C:9]3([C:13]([O:15][CH3:16])=[O:14])[CH2:10][CH2:11][CH2:12][C:8]3=[O:7])[S:20][CH:21]=2)=[CH:29][CH:28]=1. Given the reactants C(=O)([O-])[O-].[K+].[K+].[O:7]=[C:8]1[CH2:12][CH2:11][CH2:10][CH:9]1[C:13]([O:15][CH3:16])=[O:14].Br[CH2:18][C:19]1[S:20][CH:21]=[C:22]([C:24]2[CH:29]=[CH:28][C:27]([Cl:30])=[CH:26][CH:25]=2)[N:23]=1, predict the reaction product.